From a dataset of Catalyst prediction with 721,799 reactions and 888 catalyst types from USPTO. Predict which catalyst facilitates the given reaction. (1) Reactant: C1N=CN([C:6]([N:8]2[CH:12]=N[CH:10]=[CH:9]2)=[O:7])C=1.[NH2:13][C@@H:14]([CH2:25][CH:26]1[CH2:31][CH2:30][CH2:29][CH2:28][CH2:27]1)[CH2:15][N:16]([CH3:24])[C:17](=[O:23])[O:18][C:19]([CH3:22])([CH3:21])[CH3:20].CCN(C(C)C)C(C)C.[Cl:41][C:42]1[CH:43]=[C:44]([CH:48]([O:53][CH2:54][CH2:55][NH:56][C:57](=[O:60])[O:58][CH3:59])CCNC)[CH:45]=[CH:46][CH:47]=1. Product: [CH3:59][O:58][C:57]([NH:56][CH2:55][CH2:54][O:53][CH:48]([C:44]1[CH:45]=[CH:46][CH:47]=[C:42]([Cl:41])[CH:43]=1)[CH2:10][CH2:9][N:8]([CH3:12])[C:6](=[O:7])[NH:13][C@@H:14]([CH2:25][CH:26]1[CH2:27][CH2:28][CH2:29][CH2:30][CH2:31]1)[CH2:15][N:16]([CH3:24])[C:17](=[O:23])[O:18][C:19]([CH3:21])([CH3:22])[CH3:20])=[O:60]. The catalyst class is: 2. (2) Reactant: C(OC([N:8]1[CH2:13][CH2:12][CH:11]([C:14](=[O:30])[NH:15][C:16]2[CH:21]=[CH:20][CH:19]=[CH:18][C:17]=2[O:22][C:23]2[CH:28]=[CH:27][C:26]([Cl:29])=[CH:25][CH:24]=2)[CH2:10][CH2:9]1)=O)(C)(C)C. Product: [Cl:29][C:26]1[CH:27]=[CH:28][C:23]([O:22][C:17]2[CH:18]=[CH:19][CH:20]=[CH:21][C:16]=2[NH:15][C:14]([CH:11]2[CH2:10][CH2:9][NH:8][CH2:13][CH2:12]2)=[O:30])=[CH:24][CH:25]=1. The catalyst class is: 89.